From a dataset of Catalyst prediction with 721,799 reactions and 888 catalyst types from USPTO. Predict which catalyst facilitates the given reaction. (1) Reactant: [C:1]([O:5][C:6]([N:8]([CH3:22])[CH:9]([CH2:13][C:14]1[CH:19]=[CH:18][C:17]([Cl:20])=[C:16]([Cl:21])[CH:15]=1)[C:10]([OH:12])=[O:11])=[O:7])([CH3:4])([CH3:3])[CH3:2]. Product: [C:1]([O:5][C:6]([N:8]([CH3:22])[C:9](=[CH:13][C:14]1[CH:19]=[CH:18][C:17]([Cl:20])=[C:16]([Cl:21])[CH:15]=1)[C:10]([OH:12])=[O:11])=[O:7])([CH3:3])([CH3:4])[CH3:2]. The catalyst class is: 5. (2) Reactant: [O:1]=[C:2]1[CH:7]=[CH:6][CH:5]=[CH:4][N:3]1[C:8]1[CH:13]=[CH:12][C:11]([N:14]2[CH2:19][CH2:18][N:17]([CH2:20][CH2:21][CH2:22][C:23]([C:25]3[C:33]4[C:28](=[CH:29][CH:30]=[C:31]([C:34]#[N:35])[CH:32]=4)[NH:27][CH:26]=3)=[O:24])[CH2:16][CH2:15]2)=[CH:10][CH:9]=1.[BH4-].[Na+]. Product: [OH:24][CH:23]([C:25]1[C:33]2[C:28](=[CH:29][CH:30]=[C:31]([C:34]#[N:35])[CH:32]=2)[NH:27][CH:26]=1)[CH2:22][CH2:21][CH2:20][N:17]1[CH2:18][CH2:19][N:14]([C:11]2[CH:10]=[CH:9][C:8]([N:3]3[CH:4]=[CH:5][CH:6]=[CH:7][C:2]3=[O:1])=[CH:13][CH:12]=2)[CH2:15][CH2:16]1. The catalyst class is: 7.